From a dataset of Full USPTO retrosynthesis dataset with 1.9M reactions from patents (1976-2016). Predict the reactants needed to synthesize the given product. (1) Given the product [ClH:1].[ClH:1].[CH3:25][N:24]([CH2:23][CH2:22][CH:17]1[CH2:16][CH2:15][C:14]2[C:19](=[CH:20][CH:21]=[C:12]([O:11][CH2:10][C:7]3[CH:6]=[N:5][C:4]([C:43]4[CH:44]=[CH:45][CH:46]=[CH:47][C:42]=4[O:41][CH3:40])=[CH:9][CH:8]=3)[CH:13]=2)[CH2:18]1)[CH3:26], predict the reactants needed to synthesize it. The reactants are: [ClH:1].Cl.Br[C:4]1[CH:9]=[CH:8][C:7]([CH2:10][O:11][C:12]2[CH:13]=[C:14]3[C:19](=[CH:20][CH:21]=2)[CH2:18][CH:17]([CH2:22][CH2:23][N:24]([CH3:26])[CH3:25])[CH2:16][CH2:15]3)=[CH:6][N:5]=1.C1(C)C=CC=CC=1.C(=O)([O-])[O-].[Na+].[Na+].[CH3:40][O:41][C:42]1[CH:47]=[CH:46][C:45](OB(O)O)=[CH:44][CH:43]=1. (2) Given the product [F:17][C:18]1[CH:19]=[CH:20][C:21]([CH2:24][C:25]([NH:27][NH:28][C:14]([C:4]2[C:3]([O:2][CH3:1])=[C:7]3[C:8](=[O:13])[N:9]([CH3:12])[CH2:10][CH2:11][N:6]3[CH:5]=2)=[O:16])=[O:26])=[CH:22][CH:23]=1, predict the reactants needed to synthesize it. The reactants are: [CH3:1][O:2][C:3]1[C:4]([C:14]([OH:16])=O)=[CH:5][N:6]2[CH2:11][CH2:10][N:9]([CH3:12])[C:8](=[O:13])[C:7]=12.[F:17][C:18]1[CH:23]=[CH:22][C:21]([CH2:24][C:25]([NH:27][NH2:28])=[O:26])=[CH:20][CH:19]=1.FC1C=CC(CC(Cl)=O)=CC=1.NN.F[P-](F)(F)(F)(F)F.N1(O[P+](N(C)C)(N(C)C)N(C)C)C2C=CC=CC=2N=N1.C(N(CC)C(C)C)(C)C. (3) Given the product [Cl:12][CH2:13][CH2:14][CH2:15][CH2:16][N:1]1[C:5]2[CH:6]=[CH:7][CH:8]=[CH:9][C:4]=2[N:3]=[N:2]1, predict the reactants needed to synthesize it. The reactants are: [NH:1]1[C:5]2[CH:6]=[CH:7][CH:8]=[CH:9][C:4]=2[N:3]=[N:2]1.[OH-].[Na+].[Cl:12][CH2:13][CH2:14][CH2:15][CH2:16]Br. (4) Given the product [CH2:58]([O:60][C:61]1[CH:69]=[CH:68][C:64]([CH2:65][CH2:66][NH:67][C:17](=[O:19])[C:16]2[CH:20]=[CH:21][CH:22]=[C:14]([CH2:13][C:12]([NH:11][CH2:10][C@H:9]([OH:8])[C:25]3[CH:30]=[CH:29][C:28]([OH:31])=[C:27]([CH2:32][OH:33])[CH:26]=3)([CH3:24])[CH3:23])[CH:15]=2)=[CH:63][C:62]=1[O:70][CH3:71])[CH3:59], predict the reactants needed to synthesize it. The reactants are: [Si]([O:8][C@H:9]([C:25]1[CH:30]=[CH:29][C:28]([OH:31])=[C:27]([CH2:32][OH:33])[CH:26]=1)[CH2:10][NH:11][C:12]([CH3:24])([CH3:23])[CH2:13][C:14]1[CH:15]=[C:16]([CH:20]=[CH:21][CH:22]=1)[C:17]([OH:19])=O)(C(C)(C)C)(C)C.CN(C(ON1N=NC2C1=CC=CC=2)=[N+](C)C)C.F[P-](F)(F)(F)(F)F.[CH2:58]([O:60][C:61]1[CH:69]=[CH:68][C:64]([CH2:65][CH2:66][NH2:67])=[CH:63][C:62]=1[O:70][CH3:71])[CH3:59].F.F.F.C(N(CC)CC)C.